From a dataset of Catalyst prediction with 721,799 reactions and 888 catalyst types from USPTO. Predict which catalyst facilitates the given reaction. (1) Reactant: C(N1C=CN=C1)(N1C=CN=C1)=O.[Cl:13][C:14]1[CH:15]=[C:16]2[C:21](=[CH:22][CH:23]=1)[CH:20]=[C:19]([S:24]([C:27]1[CH:35]=[CH:34][C:30]([C:31](O)=[O:32])=[CH:29][CH:28]=1)(=[O:26])=[O:25])[CH:18]=[CH:17]2.[N:36]1[CH:41]=[CH:40][C:39]([N:42]2[CH2:47][CH2:46][NH:45][CH2:44][CH2:43]2)=[CH:38][CH:37]=1. Product: [Cl:13][C:14]1[CH:15]=[C:16]2[C:21](=[CH:22][CH:23]=1)[CH:20]=[C:19]([S:24]([C:27]1[CH:28]=[CH:29][C:30]([C:31]([N:45]3[CH2:46][CH2:47][N:42]([C:39]4[CH:40]=[CH:41][N:36]=[CH:37][CH:38]=4)[CH2:43][CH2:44]3)=[O:32])=[CH:34][CH:35]=1)(=[O:26])=[O:25])[CH:18]=[CH:17]2. The catalyst class is: 3. (2) The catalyst class is: 4. Product: [Cl:29][C:30]1[CH:38]=[CH:37][C:33]([C:34]([N:10]([CH2:11][C:12]2[CH:13]=[CH:14][C:15]([C:16]([O:18][CH3:19])=[O:17])=[CH:20][CH:21]=2)[C@H:7]([C:1]2[CH:2]=[CH:3][CH:4]=[CH:5][CH:6]=2)[CH2:8][CH3:9])=[O:35])=[CH:32][CH:31]=1. Reactant: [C:1]1([C@@H:7]([NH:10][CH2:11][C:12]2[CH:21]=[CH:20][C:15]([C:16]([O:18][CH3:19])=[O:17])=[CH:14][CH:13]=2)[CH2:8][CH3:9])[CH:6]=[CH:5][CH:4]=[CH:3][CH:2]=1.C(N(CC)CC)C.[Cl:29][C:30]1[CH:38]=[CH:37][C:33]([C:34](Cl)=[O:35])=[CH:32][CH:31]=1.